Predict which catalyst facilitates the given reaction. From a dataset of Catalyst prediction with 721,799 reactions and 888 catalyst types from USPTO. (1) The catalyst class is: 25. Reactant: [Cl:1][C:2]1[CH:7]=[CH:6][C:5]([CH2:8][C@@H:9]([NH:27][C:28]([C@@H:30]2[CH2:39][C:38]3[C:33](=[CH:34][CH:35]=[CH:36][CH:37]=3)[CH2:32][N:31]2C(OC(C)(C)C)=O)=[O:29])[C:10]([N:12]2[CH2:17][CH2:16][N:15]([C:18]3[CH:23]=[CH:22][CH:21]=[CH:20][C:19]=3[N+:24]([O-:26])=[O:25])[CH2:14][CH2:13]2)=[O:11])=[CH:4][CH:3]=1.Cl. Product: [ClH:1].[Cl:1][C:2]1[CH:7]=[CH:6][C:5]([CH2:8][C@@H:9]([NH:27][C:28]([C@@H:30]2[CH2:39][C:38]3[C:33](=[CH:34][CH:35]=[CH:36][CH:37]=3)[CH2:32][NH:31]2)=[O:29])[C:10]([N:12]2[CH2:17][CH2:16][N:15]([C:18]3[CH:23]=[CH:22][CH:21]=[CH:20][C:19]=3[N+:24]([O-:26])=[O:25])[CH2:14][CH2:13]2)=[O:11])=[CH:4][CH:3]=1. (2) Reactant: [C:1]([C:3]1[C:4]([NH:16][C:17]2[C:18]([CH3:26])=[C:19]3[C:23](=[CH:24][CH:25]=2)[NH:22][CH:21]=[CH:20]3)=[C:5]2[CH:11]=[C:10]([C:12]([O:14]C)=[O:13])[S:9][C:6]2=[N:7][CH:8]=1)#[N:2].[OH-].[Na+].Cl.O. Product: [C:1]([C:3]1[C:4]([NH:16][C:17]2[C:18]([CH3:26])=[C:19]3[C:23](=[CH:24][CH:25]=2)[NH:22][CH:21]=[CH:20]3)=[C:5]2[CH:11]=[C:10]([C:12]([OH:14])=[O:13])[S:9][C:6]2=[N:7][CH:8]=1)#[N:2]. The catalyst class is: 92. (3) Reactant: C(OC(N(CC(O)=O)C[C:13]1[CH:18]=[C:17](F)[C:16](F)=[CH:15][C:14]=1[NH:21]C(OC(C)(C)C)=O)=O)C1C=CC=CC=1.[F:33][C:34]([F:39])([F:38])[C:35]([OH:37])=[O:36]. Product: [F:33][C:34]([F:39])([F:38])[C:35]([O-:37])=[O:36].[C:14]1([NH3+:21])[CH:15]=[CH:16][CH:17]=[CH:18][CH:13]=1. The catalyst class is: 2. (4) The catalyst class is: 227. Product: [NH2:19][CH2:18][CH2:17][O:16][CH2:15][CH2:14][CH2:13][CH2:12][N:6]1[C@@H:5]([CH2:4][CH2:3][CH:2]([OH:1])[CH2:20][C:21]2[CH:22]=[CH:23][CH:24]=[CH:25][CH:26]=2)[CH2:10][CH2:9][CH2:8][C:7]1=[O:11]. Reactant: [OH:1][CH:2]([CH2:20][C:21]1[CH:26]=[CH:25][CH:24]=[CH:23][CH:22]=1)[CH2:3][CH2:4][C@H:5]1[CH2:10][CH2:9][CH2:8][C:7](=[O:11])[N:6]1[CH2:12][CH2:13][CH2:14][CH2:15][O:16][CH2:17][C:18]#[N:19].[H][H].